Dataset: Full USPTO retrosynthesis dataset with 1.9M reactions from patents (1976-2016). Task: Predict the reactants needed to synthesize the given product. (1) Given the product [Cl:20][C:16]1[CH:17]=[C:18]2[C:13](=[CH:14][CH:15]=1)[C:12](=[O:21])[N:11]([C:6]1[C:5]3[CH2:4][CH2:3][CH:2]([NH:1][C:29](=[O:31])[CH3:30])[C:10]=3[CH:9]=[N:8][CH:7]=1)[CH2:19]2, predict the reactants needed to synthesize it. The reactants are: [NH2:1][CH:2]1[C:10]2[CH:9]=[N:8][CH:7]=[C:6]([N:11]3[CH2:19][C:18]4[C:13](=[CH:14][CH:15]=[C:16]([Cl:20])[CH:17]=4)[C:12]3=[O:21])[C:5]=2[CH2:4][CH2:3]1.CCN(CC)CC.[C:29](Cl)(=[O:31])[CH3:30]. (2) Given the product [Cl:24][CH2:25][C:26]1[O:18][C:13]([C:14]([CH3:17])([CH3:16])[CH3:15])=[CH:12][N:10]=1, predict the reactants needed to synthesize it. The reactants are: B(F)(F)F.CCOCC.[N+:10](=[CH:12][C:13](=[O:18])[C:14]([CH3:17])([CH3:16])[CH3:15])=[N-].C(=O)(O)[O-].[Na+].[Cl:24][CH2:25][C:26]#N. (3) Given the product [CH3:29][N:28]([CH2:30][C:31]1[CH:32]=[CH:33][C:34]([NH:35]/[C:16](=[C:6]2\[C:5](=[O:26])[NH:4][C:12]3[C:7]\2=[CH:8][C:9]([N+:13]([O-:15])=[O:14])=[CH:10][CH:11]=3)/[C:17]2[CH:22]=[CH:21][CH:20]=[C:19]([O:23][CH3:24])[CH:18]=2)=[CH:36][CH:37]=1)[CH3:27], predict the reactants needed to synthesize it. The reactants are: C([N:4]1[C:12]2[C:7](=[CH:8][C:9]([N+:13]([O-:15])=[O:14])=[CH:10][CH:11]=2)[C:6](=[C:16](Cl)[C:17]2[CH:22]=[CH:21][CH:20]=[C:19]([O:23][CH3:24])[CH:18]=2)[C:5]1=[O:26])(=O)C.[CH3:27][N:28]([CH2:30][C:31]1[CH:37]=[CH:36][C:34]([NH2:35])=[CH:33][CH:32]=1)[CH3:29].[OH-].[Na+]. (4) Given the product [CH3:29][C:15]1[C:14]([O:10][C:7]2[CH:6]=[CH:5][C:4]([O:3][C:2]([F:11])([F:12])[F:1])=[CH:9][CH:8]=2)=[CH:25][C:18]([C:19]([O:21][CH:22]([CH3:24])[CH3:23])=[O:20])=[C:17]([N+:26]([O-:28])=[O:27])[CH:16]=1, predict the reactants needed to synthesize it. The reactants are: [F:1][C:2]([F:12])([F:11])[O:3][C:4]1[CH:9]=[CH:8][C:7]([OH:10])=[CH:6][CH:5]=1.Cl[C:14]1[C:15]([CH3:29])=[CH:16][C:17]([N+:26]([O-:28])=[O:27])=[C:18]([CH:25]=1)[C:19]([O:21][CH:22]([CH3:24])[CH3:23])=[O:20].C(=O)([O-])[O-].[K+].[K+].